Dataset: Forward reaction prediction with 1.9M reactions from USPTO patents (1976-2016). Task: Predict the product of the given reaction. (1) Given the reactants [CH2:1]([NH:6][CH2:7][CH2:8][CH2:9][CH2:10][CH3:11])[CH2:2][CH2:3][CH2:4][CH3:5].[Br-].[Br:13][C:14]1[CH:15]=[CH:16][C:17]2[C:26]([CH:27]=1)=[S+:25][C:24]1[C:19](=[CH:20][CH:21]=[C:22](Br)[CH:23]=1)[N:18]=2, predict the reaction product. The product is: [Br-:13].[CH2:7]([N:6]([CH2:1][CH2:2][CH2:3][CH2:4][CH3:5])[C:14]1[CH:15]=[CH:16][C:17]2[C:26]([CH:27]=1)=[S+:25][C:24]1[C:19](=[CH:20][CH:21]=[C:22]([N:6]([CH2:7][CH2:8][CH2:9][CH2:10][CH3:11])[CH2:1][CH2:2][CH2:3][CH2:4][CH3:5])[CH:23]=1)[N:18]=2)[CH2:8][CH2:9][CH2:10][CH3:11]. (2) Given the reactants Br[C:2]1[CH:7]=[CH:6][C:5]([O:8][CH3:9])=[C:4]([CH3:10])[CH:3]=1.[CH:11]1([Mg]Br)[CH2:13][CH2:12]1, predict the reaction product. The product is: [CH:11]1([C:2]2[CH:7]=[CH:6][C:5]([O:8][CH3:9])=[C:4]([CH3:10])[CH:3]=2)[CH2:13][CH2:12]1. (3) Given the reactants C[O:2][C:3]1[C:8]([C:9]2[CH:14]=[CH:13][N:12]=[C:11]([N:15]3[CH2:20][CH2:19][O:18][CH2:17][CH2:16]3)[CH:10]=2)=[CH:7][C:6]([NH2:21])=[CH:5][N:4]=1.O1CCOCC1, predict the reaction product. The product is: [NH2:21][C:6]1[CH:7]=[C:8]([C:9]2[CH:14]=[CH:13][N:12]=[C:11]([N:15]3[CH2:16][CH2:17][O:18][CH2:19][CH2:20]3)[CH:10]=2)[C:3](=[O:2])[NH:4][CH:5]=1. (4) Given the reactants [ClH:1].[CH3:2][O:3][C:4]1[CH:5]=[C:6]2[C:11](=[CH:12][CH:13]=1)[CH2:10][NH:9][CH2:8][CH:7]2[CH2:14][CH2:15][NH:16][C:17](=[O:20])[CH2:18][CH3:19].C(N(CC)CC)C, predict the reaction product. The product is: [ClH:1].[CH3:2][O:3][C:4]1[CH:5]=[C:6]2[C:11](=[CH:12][CH:13]=1)[CH:10]=[N:9][CH:8]=[C:7]2[CH2:14][CH2:15][NH:16][C:17](=[O:20])[CH2:18][CH3:19]. (5) Given the reactants [CH3:1][CH:2]1[C:7](=O)[CH2:6][CH2:5][CH2:4][C:3]1=[O:9].[N:10]1[C:19]2[C:14](=[CH:15][C:16]([NH2:20])=[CH:17][CH:18]=2)[CH:13]=[CH:12][CH:11]=1, predict the reaction product. The product is: [CH3:1][C:2]1[C:3](=[O:9])[CH2:4][CH2:5][CH2:6][C:7]=1[NH:20][C:16]1[CH:15]=[C:14]2[C:19](=[CH:18][CH:17]=1)[N:10]=[CH:11][CH:12]=[CH:13]2. (6) Given the reactants [CH2:1]([O:8][C:9]1[CH:22]=[C:21]2[C:12]([C@@H:13]3[C@@:18]([CH3:23])([CH2:19][CH2:20]2)[CH:17]=[CH:16][C:15](=[O:24])[C@H:14]3[CH3:25])=[CH:11][CH:10]=1)[C:2]1[CH:7]=[CH:6][CH:5]=[CH:4][CH:3]=1.C([Cu])#N.[CH2:29]([Li])[CH2:30][CH2:31][CH3:32], predict the reaction product. The product is: [CH2:1]([O:8][C:9]1[CH:22]=[C:21]2[C:12]([C@@H:13]3[C@@:18]([CH3:23])([CH2:19][CH2:20]2)[C@@H:17]([CH2:29][CH2:30][CH2:31][CH3:32])[CH2:16][C:15](=[O:24])[C@H:14]3[CH3:25])=[CH:11][CH:10]=1)[C:2]1[CH:3]=[CH:4][CH:5]=[CH:6][CH:7]=1. (7) Given the reactants [CH3:1][CH2:2][O:3][C:4]([C:6]1[C@@H:11]([C:12]2[C:17]([Cl:18])=[CH:16][CH:15]=[CH:14][CH:13]=2)[C:10]([C:19]([O:21][CH3:22])=[O:20])=[C:9]([CH3:23])[NH:8][C:7]=1[CH2:24][O:25][CH2:26][CH2:27][NH2:28])=[O:5].CC(O)C.CC(OC)(C)C.[C:39]([OH:47])(=[O:46])[C@H:40]([CH2:42][C:43]([OH:45])=[O:44])[OH:41], predict the reaction product. The product is: [CH3:1][CH2:2][O:3][C:4]([C:6]1[C@@H:11]([C:12]2[C:17]([Cl:18])=[CH:16][CH:15]=[CH:14][CH:13]=2)[C:10]([C:19]([O:21][CH3:22])=[O:20])=[C:9]([CH3:23])[NH:8][C:7]=1[CH2:24][O:25][CH2:26][CH2:27][NH2:28])=[O:5].[C:39]([O-:47])(=[O:46])[C@H:40]([CH2:42][C:43]([O-:45])=[O:44])[OH:41]. (8) Given the reactants [OH-].[Na+].[CH:3]1([N:6]([CH:35]2[CH2:37][CH2:36]2)[C:7]([C:9]2[N:32]([CH2:33][CH3:34])[C:12]3=[N:13][C:14]([NH:21][C:22]4[S:23][C:24]([CH3:31])=[C:25]([C:27]([O:29]C)=[O:28])[N:26]=4)=[C:15]4[N:19]=[CH:18][N:17]([CH3:20])[C:16]4=[C:11]3[CH:10]=2)=[O:8])[CH2:5][CH2:4]1.Cl, predict the reaction product. The product is: [CH:35]1([N:6]([CH:3]2[CH2:4][CH2:5]2)[C:7]([C:9]2[N:32]([CH2:33][CH3:34])[C:12]3=[N:13][C:14]([NH:21][C:22]4[S:23][C:24]([CH3:31])=[C:25]([C:27]([OH:29])=[O:28])[N:26]=4)=[C:15]4[N:19]=[CH:18][N:17]([CH3:20])[C:16]4=[C:11]3[CH:10]=2)=[O:8])[CH2:36][CH2:37]1. (9) Given the reactants C[O:2][C:3](=O)[CH2:4][CH:5]1[CH2:10][CH2:9][C@H:8]([C:11](=[O:32])[NH:12][C:13]2[CH:18]=[CH:17][C:16]([O:19][CH2:20][C:21]3[C:30]4[C:25](=[CH:26][CH:27]=[CH:28][CH:29]=4)[N:24]=[C:23]([CH3:31])[CH:22]=3)=[CH:15][CH:14]=2)[C@@H:7]([C:33](=[O:43])[NH:34][O:35]CC2C=CC=CC=2)[CH2:6]1.C1CN([P+](ON2N=[N:69][C:64]3C=[CH:66][CH:67]=[CH:68][C:63]2=3)(N2CCCC2)N2CCCC2)CC1.F[P-](F)(F)(F)(F)F.Cl.C(ON)C1C=CC=CC=1.CN1CCOCC1, predict the reaction product. The product is: [OH:35][NH:34][C:33]([C@H:7]1[CH2:6][CH:5]([CH2:4][C:3](=[O:2])[N:69]2[CH2:66][CH2:67][CH2:68][CH2:63][CH2:64]2)[CH2:10][CH2:9][C@@H:8]1[C:11]([NH:12][C:13]1[CH:14]=[CH:15][C:16]([O:19][CH2:20][C:21]2[C:30]3[C:25](=[CH:26][CH:27]=[CH:28][CH:29]=3)[N:24]=[C:23]([CH3:31])[CH:22]=2)=[CH:17][CH:18]=1)=[O:32])=[O:43].